From a dataset of NCI-60 drug combinations with 297,098 pairs across 59 cell lines. Regression. Given two drug SMILES strings and cell line genomic features, predict the synergy score measuring deviation from expected non-interaction effect. (1) Drug 2: CC1OCC2C(O1)C(C(C(O2)OC3C4COC(=O)C4C(C5=CC6=C(C=C35)OCO6)C7=CC(=C(C(=C7)OC)O)OC)O)O. Drug 1: CCCS(=O)(=O)NC1=C(C(=C(C=C1)F)C(=O)C2=CNC3=C2C=C(C=N3)C4=CC=C(C=C4)Cl)F. Synergy scores: CSS=-0.990, Synergy_ZIP=0.973, Synergy_Bliss=-0.398, Synergy_Loewe=-0.490, Synergy_HSA=-1.93. Cell line: NCI/ADR-RES. (2) Drug 1: C1CCN(CC1)CCOC2=CC=C(C=C2)C(=O)C3=C(SC4=C3C=CC(=C4)O)C5=CC=C(C=C5)O. Drug 2: CC12CCC3C(C1CCC2=O)CC(=C)C4=CC(=O)C=CC34C. Cell line: NCI/ADR-RES. Synergy scores: CSS=51.1, Synergy_ZIP=-0.365, Synergy_Bliss=-0.845, Synergy_Loewe=1.01, Synergy_HSA=-0.158. (3) Drug 1: CS(=O)(=O)OCCCCOS(=O)(=O)C. Drug 2: COC1=C2C(=CC3=C1OC=C3)C=CC(=O)O2. Cell line: MALME-3M. Synergy scores: CSS=-2.30, Synergy_ZIP=8.35, Synergy_Bliss=2.70, Synergy_Loewe=2.70, Synergy_HSA=-2.22. (4) Drug 1: C1=CC(=CC=C1C#N)C(C2=CC=C(C=C2)C#N)N3C=NC=N3. Drug 2: CCC1(CC2CC(C3=C(CCN(C2)C1)C4=CC=CC=C4N3)(C5=C(C=C6C(=C5)C78CCN9C7C(C=CC9)(C(C(C8N6C)(C(=O)OC)O)OC(=O)C)CC)OC)C(=O)OC)O.OS(=O)(=O)O. Cell line: TK-10. Synergy scores: CSS=-1.87, Synergy_ZIP=2.50, Synergy_Bliss=1.76, Synergy_Loewe=-4.82, Synergy_HSA=-2.96. (5) Drug 1: C1=C(C(=O)NC(=O)N1)N(CCCl)CCCl. Drug 2: C1=NC2=C(N=C(N=C2N1C3C(C(C(O3)CO)O)F)Cl)N. Cell line: TK-10. Synergy scores: CSS=18.3, Synergy_ZIP=-9.49, Synergy_Bliss=-5.48, Synergy_Loewe=-7.97, Synergy_HSA=-2.66. (6) Drug 1: CN(C)C1=NC(=NC(=N1)N(C)C)N(C)C. Synergy scores: CSS=11.6, Synergy_ZIP=0.971, Synergy_Bliss=2.53, Synergy_Loewe=-13.6, Synergy_HSA=-1.55. Drug 2: CC1CCC2CC(C(=CC=CC=CC(CC(C(=O)C(C(C(=CC(C(=O)CC(OC(=O)C3CCCCN3C(=O)C(=O)C1(O2)O)C(C)CC4CCC(C(C4)OC)OCCO)C)C)O)OC)C)C)C)OC. Cell line: HOP-62.